From a dataset of Full USPTO retrosynthesis dataset with 1.9M reactions from patents (1976-2016). Predict the reactants needed to synthesize the given product. (1) Given the product [CH2:6]([O:13][C:14]1[CH:15]=[CH:16][C:17]2[O:21][C:20]([CH:30]=[O:31])=[CH:19][C:18]=2[C:22]=1[C:23]([CH3:26])([CH3:25])[CH3:24])[C:7]1[CH:8]=[CH:9][CH:10]=[CH:11][CH:12]=1, predict the reactants needed to synthesize it. The reactants are: P(Cl)(Cl)(Cl)=O.[CH2:6]([O:13][C:14]1[CH:15]=[CH:16][C:17]2[O:21][CH:20]=[CH:19][C:18]=2[C:22]=1[C:23]([CH3:26])([CH3:25])[CH3:24])[C:7]1[CH:12]=[CH:11][CH:10]=[CH:9][CH:8]=1.O.CN(C)[CH:30]=[O:31]. (2) Given the product [C:2]([C:7]1[O:11][C:10]([CH2:12][N:13]2[CH:17]=[C:16]([NH:18][C:29](=[O:30])/[CH:28]=[CH:27]/[C:22]3[CH:23]=[CH:24][C:25]([F:26])=[C:20]([Cl:19])[CH:21]=3)[CH:15]=[N:14]2)=[CH:9][CH:8]=1)(=[O:6])[CH3:1], predict the reactants needed to synthesize it. The reactants are: [CH3:1][C:2]1([C:7]2[O:11][C:10]([CH2:12][N:13]3[CH:17]=[C:16]([NH2:18])[CH:15]=[N:14]3)=[CH:9][CH:8]=2)[O:6]CCO1.[Cl:19][C:20]1[CH:21]=[C:22](/[CH:27]=[CH:28]/[C:29](O)=[O:30])[CH:23]=[CH:24][C:25]=1[F:26]. (3) Given the product [ClH:28].[CH3:1][N:2]1[C:10]2[C:5](=[C:6]([CH3:14])[C:7]([N+:11]([O-:13])=[O:12])=[CH:8][CH:9]=2)[C:4]([C:15]2[CH2:20][CH2:19][NH:18][CH2:17][CH:16]=2)=[CH:3]1, predict the reactants needed to synthesize it. The reactants are: [CH3:1][N:2]1[C:10]2[C:5](=[C:6]([CH3:14])[C:7]([N+:11]([O-:13])=[O:12])=[CH:8][CH:9]=2)[C:4]([C:15]2[CH2:20][CH2:19][N:18](C(OC(C)(C)C)=O)[CH2:17][CH:16]=2)=[CH:3]1.[ClH:28].